Task: Predict the product of the given reaction.. Dataset: Forward reaction prediction with 1.9M reactions from USPTO patents (1976-2016) (1) Given the reactants [Br:1][C:2]1[S:6][C:5]([C:7](=[O:14])[CH2:8][C:9]([O:11][CH2:12][CH3:13])=[O:10])=[CH:4][CH:3]=1.[F:15][C:16]1[CH:17]=[C:18]([CH:21]=[CH:22][CH:23]=1)[CH:19]=O.N1CCCCC1.C(O)(=O)C, predict the reaction product. The product is: [Br:1][C:2]1[S:6][C:5]([C:7]([C:8](=[CH:19][C:18]2[CH:21]=[CH:22][CH:23]=[C:16]([F:15])[CH:17]=2)[C:9]([O:11][CH2:12][CH3:13])=[O:10])=[O:14])=[CH:4][CH:3]=1. (2) Given the reactants Br[C:2]1[C:11]2[C:6](=[CH:7][CH:8]=[CH:9][CH:10]=2)[C:5]([Cl:12])=[N:4][CH:3]=1.[Li]CCCC.[CH:18]1[C:27]2[C:22](=[CH:23][CH:24]=[C:25](OS(C(F)(F)F)(=O)=O)[CH:26]=2)[CH:21]=[CH:20][N:19]=1, predict the reaction product. The product is: [Cl:12][C:5]1[C:6]2[C:11](=[CH:10][CH:9]=[CH:8][CH:7]=2)[C:2]([C:25]2[CH:26]=[C:27]3[C:22]([CH:21]=[CH:20][N:19]=[CH:18]3)=[CH:23][CH:24]=2)=[CH:3][N:4]=1. (3) The product is: [CH2:11]([O:10][C:8]([N:5]1[CH2:6][CH2:7][CH:2]([NH:22][C:21]2[CH:23]=[CH:24][C:25]([F:26])=[C:19]([F:18])[CH:20]=2)[CH2:3][CH2:4]1)=[O:9])[C:12]1[CH:17]=[CH:16][CH:15]=[CH:14][CH:13]=1. Given the reactants O=[C:2]1[CH2:7][CH2:6][N:5]([C:8]([O:10][CH2:11][C:12]2[CH:17]=[CH:16][CH:15]=[CH:14][CH:13]=2)=[O:9])[CH2:4][CH2:3]1.[F:18][C:19]1[CH:20]=[C:21]([CH:23]=[CH:24][C:25]=1[F:26])[NH2:22].S([O-])([O-])(=O)=O.[Na+].[Na+].C(O[BH-](OC(=O)C)OC(=O)C)(=O)C.[Na+].C(=O)([O-])O.[Na+], predict the reaction product. (4) Given the reactants [CH3:1][O:2][C:3]1[CH:4]=[C:5]([C:9]2[C:13]([CH3:14])=[C:12]([NH2:15])[N:11]([C:16]3[CH:21]=[CH:20][CH:19]=[CH:18][CH:17]=3)[N:10]=2)[CH:6]=[N:7][CH:8]=1.C1(C2C=CC([CH2:31][O:32]C)=CC=2CN)CC1.[CH3:36][O:37][CH2:38][C:39]1[CH:40]=[CH:41][C:42]([O:47][C:48]([F:51])([F:50])[F:49])=[C:43]([CH2:45][NH2:46])[CH:44]=1, predict the reaction product. The product is: [CH3:36][O:37][CH2:38][C:39]1[CH:40]=[CH:41][C:42]([O:47][C:48]([F:49])([F:50])[F:51])=[C:43]([CH:44]=1)[CH2:45][NH:46][C:31]([NH:15][C:12]1[N:11]([C:16]2[CH:21]=[CH:20][CH:19]=[CH:18][CH:17]=2)[N:10]=[C:9]([C:5]2[CH:6]=[N:7][CH:8]=[C:3]([O:2][CH3:1])[CH:4]=2)[C:13]=1[CH3:14])=[O:32]. (5) Given the reactants C([O:3][C:4](=[O:28])[CH2:5][O:6][C:7]1[CH:12]=[CH:11][C:10]([C:13](=[C:21]2[CH2:27][CH2:26][CH2:25][CH2:24][CH2:23][CH2:22]2)[C:14]2[CH:19]=[CH:18][C:17]([OH:20])=[CH:16][CH:15]=2)=[CH:9][CH:8]=1)C.[OH-].[Na+].Cl, predict the reaction product. The product is: [C:21]1(=[C:13]([C:14]2[CH:19]=[CH:18][C:17]([OH:20])=[CH:16][CH:15]=2)[C:10]2[CH:11]=[CH:12][C:7]([O:6][CH2:5][C:4]([OH:28])=[O:3])=[CH:8][CH:9]=2)[CH2:27][CH2:26][CH2:25][CH2:24][CH2:23][CH2:22]1. (6) Given the reactants Cl.C(=[N:15][N:16]1[CH2:20][CH:19]([C:21]2[CH:26]=[CH:25][CH:24]=[C:23]([O:27][CH3:28])[CH:22]=2)[CH2:18][C:17]1=[O:29])(C1C=CC=CC=1)C1C=CC=CC=1, predict the reaction product. The product is: [NH2:15][N:16]1[CH2:20][CH:19]([C:21]2[CH:26]=[CH:25][CH:24]=[C:23]([O:27][CH3:28])[CH:22]=2)[CH2:18][C:17]1=[O:29].